Dataset: Full USPTO retrosynthesis dataset with 1.9M reactions from patents (1976-2016). Task: Predict the reactants needed to synthesize the given product. (1) Given the product [CH3:16][CH:10]([CH2:9][C:7]1[CH:6]=[CH:5][CH:4]=[C:3]([C:1]2[S:20][C:19]3[CH:21]=[CH:22][CH:23]=[CH:24][C:18]=3[C:17](=[O:25])[N:2]=2)[N:8]=1)[C:11]([O:13][CH2:14][CH3:15])=[O:12], predict the reactants needed to synthesize it. The reactants are: [C:1]([C:3]1[N:8]=[C:7]([CH2:9][CH:10]([CH3:16])[C:11]([O:13][CH2:14][CH3:15])=[O:12])[CH:6]=[CH:5][CH:4]=1)#[N:2].[C:17](OC)(=[O:25])[C:18]1[C:19](=[CH:21][CH:22]=[CH:23][CH:24]=1)[SH:20].C(N(CC)CC)C. (2) Given the product [CH2:17]([O:16][C:14](=[O:15])[NH:13][C@H:9]([CH2:10][OH:11])[CH2:8][O:7][CH3:6])[C:18]1[CH:19]=[CH:20][CH:21]=[CH:22][CH:23]=1, predict the reactants needed to synthesize it. The reactants are: [Cl-].[Ca+2].[Cl-].[BH4-].[Na+].[CH3:6][O:7][C:8](=O)[C@@H:9]([NH:13][C:14]([O:16][CH2:17][C:18]1[CH:23]=[CH:22][CH:21]=[CH:20][CH:19]=1)=[O:15])[CH2:10][O:11]C.